This data is from Drug-target binding data from BindingDB using IC50 measurements. The task is: Regression. Given a target protein amino acid sequence and a drug SMILES string, predict the binding affinity score between them. We predict pIC50 (pIC50 = -log10(IC50 in M); higher means more potent). Dataset: bindingdb_ic50. (1) The small molecule is CCOC[C@H](CC(C)C)NC(=O)[C@H](Cc1c[nH]cn1)NC(=O)CNC(=O)[C@@H](NC(=O)[C@H](C)NC(=O)[C@H](Cc1c[nH]c2ccccc12)NC(=O)[C@H](Cc1c[nH]cn1)NC(C)=O)C(C)C. The target protein (P21729) has sequence MAPNNCSHLNLDVDPFLSCNDTFNQSLSPPKMDNWFHPGFIYVIPAVYGLIIVIGLIGNITLIKIFCTVKSMRNVPNLFISSLALGDLLLLVTCAPVDASKYLADRWLFGRIGCKLIPFIQLTSVGVSVFTLTALSADRYKAIVRPMDIQASHALMKICLKAALIWIVSMLLAIPEAVFSDLHPFHVKDTNQTFISCAPYPHSNELHPKIHSMASFLVFYVIPLAIISVYYYFIARNLIQSAYNLPVEGNIHVKKQIESRKRLAKTVLVFVGLFAFCWLPNHVIYLYRSYHYSEVDTSMLHFVTSICARLLAFTNSCVNPFALYLLSKSFRKQFNTQLLCCQPGLMNRSHSTGRSTTCMTSFKSTNPSATFSLINRNICHEGYV. The pIC50 is 7.5. (2) The compound is CC(NC(=O)C(=O)O)c1cccc2c1CCCC2. The target protein sequence is MSSVKEQLIENLIEEDEVSQSKITIVGTGAVGMACAICILLKDLADELALVDVVTDKLKGETMDLQHGSLFFNTPKIVSGKDYTVSANSKLVIITAGARQQEGESRLNLVQRNVDIMKSVIPAIVQNSPDCKMLIVSNPVDILTYVVWKLSGLPATRVIGSGCNLDSARFRYLIGQKLGVHPSSCHGWIIGEHGDSSVPLWSGVNVAGVALKSLDPKLGSDSDKDSWKNIHKEVVGSAYEIIKLKGYTSWGIGLSVTDLVKSILKNLRRVHPVSTMVKGSYGIKEEIFLSIPCVLGRNGVSDVVKVNLNSEEEALLKKSASTLWNVQKDLKF. The pIC50 is 3.7. (3) The compound is O=C(OCC12CCN(CC1)CC2)c1c[nH]c2ccc(O)cc12. The target protein (P10635) has sequence MGLEALVPLAVIVAIFLLLVDLMHRRQRWAARYPPGPLPLPGLGNLLHVDFQNTPYCFDQLRRRFGDVFSLQLAWTPVVVLNGLAAVREALVTHGEDTADRPPVPITQILGFGPRSQGVFLARYGPAWREQRRFSVSTLRNLGLGKKSLEQWVTEEAACLCAAFANHSGRPFRPNGLLDKAVSNVIASLTCGRRFEYDDPRFLRLLDLAQEGLKEESGFLREVLNAVPVLLHIPALAGKVLRFQKAFLTQLDELLTEHRMTWDPAQPPRDLTEAFLAEMEKAKGNPESSFNDENLRIVVADLFSAGMVTTSTTLAWGLLLMILHPDVQRRVQQEIDDVIGQVRRPEMGDQAHMPYTTAVIHEVQRFGDIVPLGVTHMTSRDIEVQGFRIPKGTTLITNLSSVLKDEAVWEKPFRFHPEHFLDAQGHFVKPEAFLPFSAGRRACLGEPLARMELFLFFTSLLQHFSFSVPTGQPRPSHHGVFAFLVSPSPYELCAVPR. The pIC50 is 5.0.